From a dataset of Forward reaction prediction with 1.9M reactions from USPTO patents (1976-2016). Predict the product of the given reaction. (1) Given the reactants [CH3:1][C:2]([N:9]1[CH:13]=[CH:12][N:11]=[N:10]1)([CH3:8])[C:3](OCC)=[O:4].[OH-].[Al+3].[Li+].[OH-].[OH-].[OH-].O.[OH-].[Na+], predict the reaction product. The product is: [CH3:1][C:2]([N:9]1[CH:13]=[CH:12][N:11]=[N:10]1)([CH3:8])[CH2:3][OH:4]. (2) Given the reactants [C:1]1([C:15]([OH:17])=O)[C:14]2[C:5](=[CH:6][C:7]3[C:12]([CH:13]=2)=[CH:11][CH:10]=[CH:9][CH:8]=3)[CH:4]=[CH:3][CH:2]=1.C[N:19](C=O)C.C(Cl)(=O)C(Cl)=O.[OH-].[NH4+], predict the reaction product. The product is: [C:1]1([C:15]([NH2:19])=[O:17])[C:14]2[C:5](=[CH:6][C:7]3[C:12]([CH:13]=2)=[CH:11][CH:10]=[CH:9][CH:8]=3)[CH:4]=[CH:3][CH:2]=1. (3) Given the reactants ClC1C=C(N[C@H](C2CC2)C(N[C@@H]2CCCN(C(OC(C)(C)C)=O)C2)=O)C=C(F)C=1.[Cl:30][C:31]1[CH:32]=[C:33]([NH:38][CH2:39][C:40]([NH:42][C@@H:43]2[CH2:48][CH2:47][CH2:46][N:45]([C:49](OC(C)(C)C)=O)[CH2:44]2)=[O:41])[CH:34]=[C:35]([Cl:37])[CH:36]=1.NC1C(C#N)=C(Cl)N=CN=1.ClC1[N:72]=[CH:71][N:70]=[C:69]([NH:73][CH3:74])[CH:68]=1, predict the reaction product. The product is: [Cl:37][C:35]1[CH:34]=[C:33]([NH:38][CH2:39][C:40]([NH:42][C@@H:43]2[CH2:48][CH2:47][CH2:46][N:45]([C:49]3[CH:68]=[C:69]([NH:73][CH3:74])[N:70]=[CH:71][N:72]=3)[CH2:44]2)=[O:41])[CH:32]=[C:31]([Cl:30])[CH:36]=1. (4) Given the reactants [CH3:1][O:2][C:3]1[CH:4]=[C:5]2[C:10](=[CH:11][CH:12]=1)[NH:9][C:8](=O)[C:7]([C:14](F)(F)F)=[N:6]2.COC1C=C2C(N=C(C(F)(F)F)C(=O)N2)=CC=1.O=P(Cl)(Cl)[Cl:37], predict the reaction product. The product is: [Cl:37][C:8]1[C:7]([CH3:14])=[N:6][C:5]2[C:10](=[CH:11][CH:12]=[C:3]([O:2][CH3:1])[CH:4]=2)[N:9]=1. (5) Given the reactants [S:1]1[C:5]2=[CH:6][N:7]=[N:8][CH:9]=[C:4]2[C:3]([C:10]2[O:19][C:13]3=[C:14]([NH2:18])[N:15]=[CH:16][CH:17]=[C:12]3[CH:11]=2)=[CH:2]1.[I:20]N1C(=O)CCC1=O, predict the reaction product. The product is: [I:20][C:17]1[CH:16]=[N:15][C:14]([NH2:18])=[C:13]2[O:19][C:10]([C:3]3[C:4]4[C:5](=[CH:6][N:7]=[N:8][CH:9]=4)[S:1][CH:2]=3)=[CH:11][C:12]=12. (6) Given the reactants [CH3:1][O:2][C:3]([C@@H:5]1[CH2:9][C@@H:8]([S:10]([C:13]2[CH:18]=[CH:17][C:16]([F:19])=[CH:15][C:14]=2[Cl:20])(=[O:12])=[O:11])[CH2:7][NH:6]1)=[O:4].[C:21](OC(C)(C)C)(=[O:26])[CH2:22][C:23]([CH3:25])=[O:24], predict the reaction product. The product is: [CH3:1][O:2][C:3]([C@@H:5]1[CH2:9][C@@H:8]([S:10]([C:13]2[CH:18]=[CH:17][C:16]([F:19])=[CH:15][C:14]=2[Cl:20])(=[O:12])=[O:11])[CH2:7][N:6]1[C:21](=[O:26])[CH2:22][C:23](=[O:24])[CH3:25])=[O:4]. (7) Given the reactants [F:1][C:2]1[CH:11]=[CH:10][C:9]2[N:8]=[CH:7][C:6](=[O:12])[N:5]3[CH:13]([CH2:15][N:16]4[CH2:21][CH2:20][CH:19]([NH:22]C(=O)OC(C)(C)C)[CH2:18][CH2:17]4)[CH2:14][C:3]=1[C:4]=23.Cl, predict the reaction product. The product is: [NH2:22][CH:19]1[CH2:20][CH2:21][N:16]([CH2:15][CH:13]2[N:5]3[C:6](=[O:12])[CH:7]=[N:8][C:9]4[CH:10]=[CH:11][C:2]([F:1])=[C:3]([C:4]=43)[CH2:14]2)[CH2:17][CH2:18]1. (8) Given the reactants FC(F)(F)C(O)=O.[CH3:8][O:9][C:10](=[O:53])[CH2:11][C:12]1[CH:17]=[CH:16][C:15]([C:18]2[CH:23]=[CH:22][C:21]([C:24]([CH2:49][CH3:50])([C:27]3[CH:32]=[CH:31][C:30]([C:33]#[C:34][C:35]([O:44]COC)([C:40]([F:43])([F:42])[F:41])[C:36]([F:39])([F:38])[F:37])=[C:29]([CH3:48])[CH:28]=3)[CH2:25][CH3:26])=[CH:20][C:19]=2[CH3:51])=[CH:14][C:13]=1[F:52], predict the reaction product. The product is: [CH3:8][O:9][C:10](=[O:53])[CH2:11][C:12]1[CH:17]=[CH:16][C:15]([C:18]2[CH:23]=[CH:22][C:21]([C:24]([CH2:49][CH3:50])([C:27]3[CH:32]=[CH:31][C:30]([C:33]#[C:34][C:35]([OH:44])([C:40]([F:41])([F:43])[F:42])[C:36]([F:38])([F:37])[F:39])=[C:29]([CH3:48])[CH:28]=3)[CH2:25][CH3:26])=[CH:20][C:19]=2[CH3:51])=[CH:14][C:13]=1[F:52].